This data is from Catalyst prediction with 721,799 reactions and 888 catalyst types from USPTO. The task is: Predict which catalyst facilitates the given reaction. (1) Reactant: Cl[C:2]([O:4][C:5]1[CH:10]=[CH:9][C:8]([N+:11]([O-:13])=[O:12])=[CH:7][CH:6]=1)=[O:3].C(N(CC)CC)C.[N:21]1([CH:27]2[CH2:32][CH2:31][NH:30][CH2:29][CH2:28]2)[CH2:26][CH2:25][CH2:24][CH2:23][CH2:22]1. Product: [N+:11]([C:8]1[CH:9]=[CH:10][C:5]([O:4][C:2]([N:30]2[CH2:31][CH2:32][CH:27]([N:21]3[CH2:26][CH2:25][CH2:24][CH2:23][CH2:22]3)[CH2:28][CH2:29]2)=[O:3])=[CH:6][CH:7]=1)([O-:13])=[O:12]. The catalyst class is: 1. (2) Product: [CH3:25][N:26]([CH3:31])[CH2:27][CH2:28][CH2:29][NH:30][C:2]1[CH:3]=[C:4]([C:11]([CH3:24])([CH3:23])[C:12]([N:14]([CH2:19][CH:20]([CH3:22])[CH3:21])[CH2:15][CH:16]([CH3:18])[CH3:17])=[O:13])[CH:5]=[CH:6][C:7]=1[N+:8]([O-:10])=[O:9]. Reactant: Cl[C:2]1[CH:3]=[C:4]([C:11]([CH3:24])([CH3:23])[C:12]([N:14]([CH2:19][CH:20]([CH3:22])[CH3:21])[CH2:15][CH:16]([CH3:18])[CH3:17])=[O:13])[CH:5]=[CH:6][C:7]=1[N+:8]([O-:10])=[O:9].[CH3:25][N:26]([CH3:31])[CH2:27][CH2:28][CH2:29][NH2:30].C(=O)([O-])[O-].[K+].[K+]. The catalyst class is: 248. (3) Reactant: [CH2:1]([N:4]1[CH:8]=[CH:7][N:6]=[CH:5]1)[CH:2]=[CH2:3].[CH2:9]([Br:17])[CH2:10][CH2:11][CH2:12][CH2:13][CH2:14][CH2:15][CH3:16].C1(C)C=CC=CC=1. Product: [Br-:17].[CH2:9]([N+:6]1[CH:7]=[CH:8][N:4]([CH2:1][CH:2]=[CH2:3])[CH:5]=1)[CH2:10][CH2:11][CH2:12][CH2:13][CH2:14][CH2:15][CH3:16]. The catalyst class is: 10. (4) Reactant: [CH:1]([Si:4]([CH:37]([CH3:39])[CH3:38])([CH:34]([CH3:36])[CH3:35])[O:5][CH2:6][CH:7]1[CH2:12][CH2:11][N:10]([C:13]2[N:17]3[CH:18]=[C:19]([O:22][C@H:23]4[C:32]5[C:27](=[CH:28][CH:29]=[CH:30][CH:31]=5)[C@@H:26]([NH2:33])[CH2:25][CH2:24]4)[CH:20]=[CH:21][C:16]3=[N:15][N:14]=2)[CH2:9][CH2:8]1)([CH3:3])[CH3:2].ClC(Cl)(Cl)C[O:43][C:44](=O)[NH:45][C:46]1[N:47]([C:55]2[CH:60]=[CH:59][C:58]([CH3:61])=[CH:57][CH:56]=2)[N:48]=[C:49]([C:51]([CH3:54])([CH3:53])[CH3:52])[CH:50]=1.CCN(C(C)C)C(C)C. Product: [C:51]([C:49]1[CH:50]=[C:46]([NH:45][C:44]([NH:33][C@@H:26]2[C:27]3[C:32](=[CH:31][CH:30]=[CH:29][CH:28]=3)[C@H:23]([O:22][C:19]3[CH:20]=[CH:21][C:16]4[N:17]([C:13]([N:10]5[CH2:11][CH2:12][CH:7]([CH2:6][O:5][Si:4]([CH:1]([CH3:2])[CH3:3])([CH:34]([CH3:36])[CH3:35])[CH:37]([CH3:39])[CH3:38])[CH2:8][CH2:9]5)=[N:14][N:15]=4)[CH:18]=3)[CH2:24][CH2:25]2)=[O:43])[N:47]([C:55]2[CH:60]=[CH:59][C:58]([CH3:61])=[CH:57][CH:56]=2)[N:48]=1)([CH3:54])([CH3:52])[CH3:53]. The catalyst class is: 12. (5) Reactant: [CH:1]([C@H:14]1[N:19]2[CH2:20][CH2:21][NH:22][CH2:23][C@H:18]2[CH2:17][N:16]([CH2:24][C:25]2[C:26]([O:40][CH3:41])=[N:27][C:28]([O:37][CH2:38][CH3:39])=[N:29][C:30]=2[O:31][CH2:32][C:33]([F:36])([F:35])[F:34])[CH2:15]1)([C:8]1[CH:13]=[CH:12][CH:11]=[CH:10][CH:9]=1)[C:2]1[CH:7]=[CH:6][CH:5]=[CH:4][CH:3]=1.[N:42]1[CH:47]=[CH:46][CH:45]=[CH:44][C:43]=1[C:48](O)=[O:49].ON1C2C=CC=CC=2N=N1.[ClH:61].CN(C)CCCN=C=NCC.C(=O)([O-])O.[Na+].Cl. Product: [ClH:61].[ClH:61].[ClH:61].[CH:1]([C@H:14]1[N:19]2[CH2:20][CH2:21][N:22]([C:48]([C:43]3[CH:44]=[CH:45][CH:46]=[CH:47][N:42]=3)=[O:49])[CH2:23][C@H:18]2[CH2:17][N:16]([CH2:24][C:25]2[C:26]([O:40][CH3:41])=[N:27][C:28]([O:37][CH2:38][CH3:39])=[N:29][C:30]=2[O:31][CH2:32][C:33]([F:34])([F:35])[F:36])[CH2:15]1)([C:2]1[CH:7]=[CH:6][CH:5]=[CH:4][CH:3]=1)[C:8]1[CH:9]=[CH:10][CH:11]=[CH:12][CH:13]=1. The catalyst class is: 96.